From a dataset of Catalyst prediction with 721,799 reactions and 888 catalyst types from USPTO. Predict which catalyst facilitates the given reaction. Reactant: [C:1]([O:5][C:6]([N:8]1[CH2:11][CH:10]([C:12]2[CH:17]=[C:16]([Cl:18])[CH:15]=[CH:14][C:13]=2[O:19][Si](C(C)(C)C)(C)C)[CH2:9]1)=[O:7])([CH3:4])([CH3:3])[CH3:2].[F-].C[N+](C)(C)C. Product: [C:1]([O:5][C:6]([N:8]1[CH2:9][CH:10]([C:12]2[CH:17]=[C:16]([Cl:18])[CH:15]=[CH:14][C:13]=2[OH:19])[CH2:11]1)=[O:7])([CH3:4])([CH3:2])[CH3:3]. The catalyst class is: 7.